From a dataset of Reaction yield outcomes from USPTO patents with 853,638 reactions. Predict the reaction yield, written as a fraction of the theoretical maximum amount of product (1.0 means a 100% yield; for example, 0.34 means a 34% yield). The reactants are [OH:1][CH2:2][C:3]([CH2:8][OH:9])([CH2:6][OH:7])[CH2:4][OH:5].[C:10](OCC)(OCC)(OCC)[CH3:11].O.C1(C)C=CC(S(O)(=O)=O)=CC=1.C(N(CC)CC)C. No catalyst specified. The product is [CH3:10][C:11]12[O:7][CH2:6][C:3]([CH2:8][OH:9])([CH2:4][O:5]1)[CH2:2][O:1]2. The yield is 0.482.